Dataset: Reaction yield outcomes from USPTO patents with 853,638 reactions. Task: Predict the reaction yield, written as a fraction of the theoretical maximum amount of product (1.0 means a 100% yield; for example, 0.34 means a 34% yield). (1) The catalyst is ClCCl. The product is [CH3:28][CH:27]([C:26]([O:22][C:15]1[CH:16]=[CH:17][C:18]([CH2:20][OH:21])=[CH:19][C:14]=1[C@@H:7]([C:8]1[CH:13]=[CH:12][CH:11]=[CH:10][CH:9]=1)[CH2:6][CH2:5][N:4]([CH:1]([CH3:3])[CH3:2])[CH:23]([CH3:25])[CH3:24])=[O:30])[CH3:29]. The reactants are [CH:1]([N:4]([CH:23]([CH3:25])[CH3:24])[CH2:5][CH2:6][C@@H:7]([C:14]1[CH:19]=[C:18]([CH2:20][OH:21])[CH:17]=[CH:16][C:15]=1[OH:22])[C:8]1[CH:13]=[CH:12][CH:11]=[CH:10][CH:9]=1)([CH3:3])[CH3:2].[C:26](Cl)(=[O:30])[CH:27]([CH3:29])[CH3:28].C(N(CC)CC)C.O. The yield is 0.950. (2) The reactants are [C:1](Cl)(=[O:5])C(Cl)=O.[Cl:7][C:8]1[CH:16]=[CH:15][C:14]([N:17]2[CH:21]=[CH:20][CH:19]=[CH:18]2)=[CH:13][C:9]=1[C:10]([NH2:12])=[O:11].[CH:22]([S:24]([C:27]1[CH:36]=[CH:35][C:30]2[N:31]=[C:32]([NH2:34])[S:33][C:29]=2[CH:28]=1)(=[O:26])=[O:25])=[CH2:23].[NH:37]1[CH2:42][CH2:41][NH:40][CH2:39][CH2:38]1. The catalyst is C1COCC1. The product is [Cl:7][C:8]1[CH:16]=[CH:15][C:14]([N:17]2[CH:21]=[CH:20][CH:19]=[CH:18]2)=[CH:13][C:9]=1[C:10]([NH:12][C:1](=[O:5])[NH:34][C:32]1[S:33][C:29]2[CH:28]=[C:27]([S:24]([CH2:22][CH2:23][N:37]3[CH2:42][CH2:41][NH:40][CH2:39][CH2:38]3)(=[O:26])=[O:25])[CH:36]=[CH:35][C:30]=2[N:31]=1)=[O:11]. The yield is 0.150. (3) The reactants are C([O:8][C@@H:9]1[C@@H:16]([O:17]CC2C=CC=CC=2)[C@H:15]([O:25]CC2C=CC=CC=2)[C@@H:14]([CH2:33][O:34][C:35]2[CH:36]=[C:37]([C:41]3[CH:46]=[CH:45][C:44]([C@@H:47]4[C@@H:50]([CH2:51][CH2:52][C@@H:53]([C:55]5[CH:60]=[CH:59][C:58]([F:61])=[CH:57][CH:56]=5)[OH:54])[C:49](=[O:62])[N:48]4[C:63]4[CH:68]=[CH:67][C:66]([F:69])=[CH:65][CH:64]=4)=[CH:43][CH:42]=3)[CH:38]=[CH:39][CH:40]=2)[O:13][C@@H:10]1[O:11][CH3:12])C1C=CC=CC=1. The catalyst is C(O)C.[Pd]. The product is [F:69][C:66]1[CH:67]=[CH:68][C:63]([N:48]2[C:49](=[O:62])[C@H:50]([CH2:51][CH2:52][C@@H:53]([C:55]3[CH:56]=[CH:57][C:58]([F:61])=[CH:59][CH:60]=3)[OH:54])[C@H:47]2[C:44]2[CH:43]=[CH:42][C:41]([C:37]3[CH:38]=[CH:39][CH:40]=[C:35]([O:34][CH2:33][C@H:14]4[O:13][C@H:10]([O:11][CH3:12])[C@H:9]([OH:8])[C@@H:16]([OH:17])[C@@H:15]4[OH:25])[CH:36]=3)=[CH:46][CH:45]=2)=[CH:64][CH:65]=1. The yield is 0.360.